This data is from Forward reaction prediction with 1.9M reactions from USPTO patents (1976-2016). The task is: Predict the product of the given reaction. (1) Given the reactants [C:1]([O:5][C:6](=[O:23])[NH:7][CH:8]([CH2:19][CH:20]([CH3:22])[CH3:21])[C:9]([NH:11][C:12]1[CH:17]=[CH:16][C:15](Br)=[CH:14][CH:13]=1)=[O:10])([CH3:4])([CH3:3])[CH3:2].C(=O)([O-])[O-].[Cs+].[Cs+].[N:30]1[CH:35]=[CH:34][C:33](B(O)O)=[CH:32][CH:31]=1, predict the reaction product. The product is: [C:1]([O:5][C:6](=[O:23])[NH:7][C@H:8]([CH2:19][CH:20]([CH3:22])[CH3:21])[C:9](=[O:10])[NH:11][C:12]1[CH:17]=[CH:16][C:15]([C:33]2[CH:34]=[CH:35][N:30]=[CH:31][CH:32]=2)=[CH:14][CH:13]=1)([CH3:4])([CH3:3])[CH3:2]. (2) Given the reactants Cl[C:2]1[CH:9]=[CH:8][C:5]([C:6]#[N:7])=[CH:4][C:3]=1[N+:10]([O-:12])=[O:11].[F:13][C:14]1[CH:15]=[C:16]([OH:21])[CH:17]=[C:18]([F:20])[CH:19]=1, predict the reaction product. The product is: [N+:10]([C:3]1[CH:4]=[C:5]([CH:8]=[CH:9][C:2]=1[O:21][C:16]1[CH:15]=[C:14]([F:13])[CH:19]=[C:18]([F:20])[CH:17]=1)[C:6]#[N:7])([O-:12])=[O:11]. (3) Given the reactants [C:1]([C:5]1[CH:10]=[CH:9][C:8]([S:11]([N:14]([CH2:24][C:25]([OH:27])=O)[C:15]2[CH:20]=[CH:19][CH:18]=[C:17]([N:21]([CH3:23])[CH3:22])[CH:16]=2)(=[O:13])=[O:12])=[CH:7][CH:6]=1)([CH3:4])([CH3:3])[CH3:2].[CH2:28]([NH:35][CH2:36][CH3:37])[C:29]1[CH:34]=[CH:33][CH:32]=[CH:31][CH:30]=1, predict the reaction product. The product is: [CH2:28]([N:35]([CH2:36][CH3:37])[C:25](=[O:27])[CH2:24][N:14]([S:11]([C:8]1[CH:9]=[CH:10][C:5]([C:1]([CH3:2])([CH3:4])[CH3:3])=[CH:6][CH:7]=1)(=[O:13])=[O:12])[C:15]1[CH:20]=[CH:19][CH:18]=[C:17]([N:21]([CH3:22])[CH3:23])[CH:16]=1)[C:29]1[CH:34]=[CH:33][CH:32]=[CH:31][CH:30]=1. (4) Given the reactants [F:1][C:2]([F:15])([F:14])[S:3]([N-:6][S:7]([C:10]([F:13])([F:12])[F:11])(=[O:9])=[O:8])(=[O:5])=[O:4].[Li+].[CH:17]1[C:29]2[CH2:28][C:27]3[C:22](=[CH:23][CH:24]=[CH:25][CH:26]=3)[C:21]=2[CH:20]=[CH:19][CH:18]=1.[NH+:30]1[CH:34]=[CH:33][NH:32][CH:31]=1, predict the reaction product. The product is: [F:13][C:10]([F:11])([F:12])[S:7]([N-:6][S:3]([C:2]([F:1])([F:14])[F:15])(=[O:4])=[O:5])(=[O:8])=[O:9].[CH:17]1[C:29]2[CH2:28][C:27]3[C:22](=[CH:23][CH:24]=[CH:25][CH:26]=3)[C:21]=2[CH:20]=[CH:19][C:18]=1[N:30]1[CH:34]=[CH:33][NH+:32]([CH2:28][CH2:29][CH2:17][CH2:18][CH2:19][CH2:20][CH2:21][CH3:22])[CH2:31]1. (5) Given the reactants [CH2:1]1[CH:6]2[CH2:7][C:8]3([NH2:11])[CH2:10][CH:4]([CH2:5]2)[CH2:3][CH:2]1[CH2:9]3.[Br:12][C:13]1[CH:18]=[CH:17][C:16]([C:19]2[CH:23]=[C:22]([CH:24]=O)[O:21][N:20]=2)=[CH:15][CH:14]=1, predict the reaction product. The product is: [Br:12][C:13]1[CH:14]=[CH:15][C:16]([C:19]2[CH:23]=[C:22]([CH2:24][NH:11][C:8]34[CH2:10][CH:4]5[CH2:5][CH:6]([CH2:1][CH:2]([CH2:3]5)[CH2:9]3)[CH2:7]4)[O:21][N:20]=2)=[CH:17][CH:18]=1. (6) Given the reactants [Cl:1][C:2]1[N:7]=[N:6][C:5]([NH:8][NH2:9])=[CH:4][CH:3]=1.Cl.[F:11][C:12]1(CC(O)=O)C=CC2N=CC=CC=2[CH2:13]1.N1C=CC=[CH:28][CH:27]=1.C1(N=[C:39]=[N:40][CH:41]2[CH2:46][CH2:45][CH2:44][CH2:43][CH2:42]2)CCCCC1, predict the reaction product. The product is: [Cl:1][C:2]1[CH:3]=[CH:4][C:5]2[N:6]([C:13]([CH:12]([F:11])[C:44]3[CH:45]=[C:46]4[C:41](=[CH:42][CH:43]=3)[N:40]=[CH:39][CH:28]=[CH:27]4)=[N:9][N:8]=2)[N:7]=1. (7) Given the reactants Cl.[CH3:2][C:3]1[CH:8]=[CH:7][C:6]([NH:9]N)=[CH:5][CH:4]=1.[O:11]1[CH:15]=[CH:14][CH2:13][CH2:12]1.C(OCC)C, predict the reaction product. The product is: [CH3:2][C:3]1[CH:8]=[C:7]2[C:6](=[CH:5][CH:4]=1)[NH:9][CH:15]=[C:14]2[CH2:13][CH2:12][OH:11]. (8) The product is: [F:3][C:4]1[CH:5]=[CH:6][CH:7]=[C:8]2[C:12]=1[N:11]=[C:15]([C:19]1[CH:24]=[CH:23][CH:22]=[CH:21][CH:20]=1)[C:16]([CH3:17])=[C:9]2[C:10]([OH:13])=[O:28]. Given the reactants [OH-].[K+].[F:3][C:4]1[CH:5]=[CH:6][CH:7]=[C:8]2[C:12]=1[NH:11][C:10](=[O:13])[C:9]2=O.[C:15]([C:19]1[CH:24]=[CH:23][CH:22]=[CH:21][CH:20]=1)(=O)[CH2:16][CH3:17].Cl.C(O)(=[O:28])C, predict the reaction product. (9) Given the reactants [CH3:1][O:2][C:3]1[CH:4]=[CH:5][C:6]2[O:11][CH2:10][C:9](=[O:12])[NH:8][C:7]=2[CH:13]=1.C([O-])([O-])=O.[Cs+].[Cs+].[Cl:20][CH2:21][CH2:22][CH2:23]I, predict the reaction product. The product is: [Cl:20][CH2:21][CH2:22][CH2:23][N:8]1[C:7]2[CH:13]=[C:3]([O:2][CH3:1])[CH:4]=[CH:5][C:6]=2[O:11][CH2:10][C:9]1=[O:12]. (10) Given the reactants [Cl:1][C:2]1[CH:10]=[CH:9][C:5]([C:6](O)=[O:7])=[CH:4][C:3]=1[I:11].S(Cl)(Cl)=O.O1CCOCC1.C([N:25](C(C)C)CC)(C)C, predict the reaction product. The product is: [Cl:1][C:2]1[CH:10]=[CH:9][C:5]([C:6]([NH2:25])=[O:7])=[CH:4][C:3]=1[I:11].